Dataset: Drug-target binding data from BindingDB using IC50 measurements. Task: Regression. Given a target protein amino acid sequence and a drug SMILES string, predict the binding affinity score between them. We predict pIC50 (pIC50 = -log10(IC50 in M); higher means more potent). Dataset: bindingdb_ic50. (1) The compound is C=CC(=O)Oc1ccc(C(=O)OCCCCC)cc1. The target protein sequence is THKPEPTDEEWELIKTVTEAHVATNAQGSHWKQKRKFLPEDIGQAPIVNAPEGGKVDLEAFSHFTKIITPAITRVVDFAKKLPMFCELPCEDQIILLKGCCMEIMSLRAAVRYDPESETLTLNGEMAVTRGQLKNGGLGVVSDAIFDLGMSLSSFNLDDTEVALLQAVLLMSSDRPGLACVERIEKYQDSFLLAFEHYINYRKHHVTHFWPKLLMKVTDLRMIGACHASRFLHMKVECPTELFPPLFLEVFED. The pIC50 is 4.2. (2) The drug is N#Cc1c(NC(=O)Cc2cc3ccccc3s2)sc2c1CCCC2. The target protein (P30083) has sequence MRPPSPPHVRWLCVLAGALACALRPAGSQAASPQHECEYLQLIEIQRQQCLEEAQLENETTGCSKMWDNLTCWPTTPRGQAVVLDCPLIFQLFAPIHGYNISRSCTEEGWSQLEPGPYHIACGLNDRASSLDEQQQTKFYNTVKTGYTIGYSLSLASLLVAMAILSLFRKLHCTRNYIHMHLFMSFILRATAVFIKDMALFNSGEIDHCSEASVGCKAAVVFFQYCVMANFFWLLVEGLYLYTLLAVSFFSERKYFWGYILIGWGVPSVFITIWTVVRIYFEDFGCWDTIINSSLWWIIKAPILLSILVNFVLFICIIRILVQKLRPPDIGKNDSSPYSRLAKSTLLLIPLFGIHYVMFAFFPDNFKAQVKMVFELVVGSFQGFVVAILYCFLNGEVQAELRRKWRRWHLQGVLGWSSKSQHPWGGSNGATCSTQVSMLTRVSPSARRSSSFQAEVSLV. The pIC50 is 5.7. (3) The small molecule is C/C=C/CCCC/C=C/C(=O)NC(CC1(O)C(=O)C2OC2C2OC21)C(=O)OC. The target protein (P16233) has sequence MLPLWTLSLLLGAVAGKEVCYERLGCFSDDSPWSGITERPLHILPWSPKDVNTRFLLYTNENPNNFQEVAADSSSISGSNFKTNRKTRFIIHGFIDKGEENWLANVCKNLFKVESVNCICVDWKGGSRTGYTQASQNIRIVGAEVAYFVEFLQSAFGYSPSNVHVIGHSLGAHAAGEAGRRTNGTIGRITGLDPAEPCFQGTPELVRLDPSDAKFVDVIHTDGAPIVPNLGFGMSQVVGHLDFFPNGGVEMPGCKKNILSQIVDIDGIWEGTRDFAACNHLRSYKYYTDSIVNPDGFAGFPCASYNVFTANKCFPCPSGGCPQMGHYADRYPGKTNDVGQKFYLDTGDASNFARWRYKVSVTLSGKKVTGHILVSLFGNKGNSKQYEIFKGTLKPDSTHSNEFDSDVDVGDLQMVKFIWYNNVINPTLPRVGASKIIVETNVGKQFNFCSPETVREEVLLTLTPC. The pIC50 is 3.9.